Dataset: Full USPTO retrosynthesis dataset with 1.9M reactions from patents (1976-2016). Task: Predict the reactants needed to synthesize the given product. (1) Given the product [NH3:4].[C:8]([OH:7])(=[O:23])/[CH:13]=[CH:14]/[C:25]([OH:27])=[O:28].[C:16]1([C:2]2[S:6][C:5]([O:7][CH:8]3[CH:13]4[CH2:14][CH2:15][N:10]([CH2:11][CH2:12]4)[CH2:9]3)=[N:4][CH:3]=2)[CH:21]=[CH:20][CH:19]=[CH:18][CH:17]=1, predict the reactants needed to synthesize it. The reactants are: Br[C:2]1[S:6][C:5]([O:7][CH:8]2[CH:13]3[CH2:14][CH2:15][N:10]([CH2:11][CH2:12]3)[CH2:9]2)=[N:4][CH:3]=1.[C:16]1(B(O)[OH:23])[CH:21]=[CH:20][CH:19]=[CH:18][CH:17]=1.[C:25](=[O:28])([O-:27])[O-].[K+].[K+].C(O)CCO.[OH-].[Na+]. (2) Given the product [CH3:12][O:11][C:9]1[C:8]([O:13][CH2:14][CH2:15][O:16][CH3:17])=[CH:7][C:3]([C:4]([NH2:6])=[O:5])=[C:2]([NH:1][C:34]2[CH:33]=[CH:29][CH:28]=[C:27]([N+:24]([O-:26])=[O:25])[CH:35]=2)[CH:10]=1, predict the reactants needed to synthesize it. The reactants are: [NH2:1][C:2]1[CH:10]=[C:9]([O:11][CH3:12])[C:8]([O:13][CH2:14][CH2:15][O:16][CH3:17])=[CH:7][C:3]=1[C:4]([NH2:6])=[O:5].N1C=CC=CC=1.[N+:24]([C:27]1[CH:28]=[C:29]([CH:33]=[CH:34][CH:35]=1)C(Cl)=O)([O-:26])=[O:25]. (3) Given the product [ClH:29].[ClH:29].[CH3:1][O:2][C:3](=[O:28])[C:4]1[C:9]([C:10]([F:12])([F:13])[F:11])=[CH:8][C:7]([NH:14][CH:15]2[CH2:16][CH2:17][NH:18][CH2:19][CH2:20]2)=[N:6][CH:5]=1, predict the reactants needed to synthesize it. The reactants are: [CH3:1][O:2][C:3](=[O:28])[C:4]1[C:9]([C:10]([F:13])([F:12])[F:11])=[CH:8][C:7]([NH:14][CH:15]2[CH2:20][CH2:19][N:18](C(OC(C)(C)C)=O)[CH2:17][CH2:16]2)=[N:6][CH:5]=1.[ClH:29]. (4) Given the product [CH3:54][O:53][C:51]([C:34]1[C:35]([C:47]([O:49][CH3:50])=[O:48])=[CH:36][C:37]2[C:42](=[CH:41][C:40]([O:43][CH3:44])=[C:39]([O:45][CH3:46])[CH:38]=2)[C:33]=1[C:31]1[CH:30]=[CH:29][N:28]=[C:27]([N:59]2[C:60]3[C:65](=[CH:64][CH:63]=[CH:62][CH:61]=3)[C:56](=[O:55])[CH2:57][CH2:58]2)[CH:32]=1)=[O:52], predict the reactants needed to synthesize it. The reactants are: P([O-])([O-])([O-])=O.[K+].[K+].[K+].O.O.O.O.O.O.O.O.O.O.S([O-])([O-])(=O)=O.[Na+].[Na+].Br[C:27]1[CH:32]=[C:31]([C:33]2[C:42]3[C:37](=[CH:38][C:39]([O:45][CH3:46])=[C:40]([O:43][CH3:44])[CH:41]=3)[CH:36]=[C:35]([C:47]([O:49][CH3:50])=[O:48])[C:34]=2[C:51]([O:53][CH3:54])=[O:52])[CH:30]=[CH:29][N:28]=1.[O:55]=[C:56]1[C:65]2[C:60](=[CH:61][CH:62]=[CH:63][CH:64]=2)[NH:59][CH2:58][CH2:57]1.CC1(C)C2C(=C(P(C3C=CC=CC=3)C3C=CC=CC=3)C=CC=2)OC2C(P(C3C=CC=CC=3)C3C=CC=CC=3)=CC=CC1=2.C(O)(=O)CC(CC(O)=O)(C(O)=O)O. (5) Given the product [CH2:1]([O:5][C:6]1[CH:31]=[C:30]([O:32][CH2:33][CH:34]([CH3:36])[CH3:35])[CH:29]=[CH:28][C:7]=1[C:8]([C:10]1[CH:11]=[CH:12][C:13]([O:23][CH2:24][CH:25]([CH3:27])[CH3:26])=[C:14]([CH:22]=1)[O:15][CH2:16][C:17]([OH:19])=[O:18])=[O:9])[CH:2]([CH3:4])[CH3:3], predict the reactants needed to synthesize it. The reactants are: [CH2:1]([O:5][C:6]1[CH:31]=[C:30]([O:32][CH2:33][CH:34]([CH3:36])[CH3:35])[CH:29]=[CH:28][C:7]=1[C:8]([C:10]1[CH:11]=[CH:12][C:13]([O:23][CH2:24][CH:25]([CH3:27])[CH3:26])=[C:14]([CH:22]=1)[O:15][CH2:16][C:17]([O:19]CC)=[O:18])=[O:9])[CH:2]([CH3:4])[CH3:3].[OH-].[Na+].O.Cl. (6) Given the product [CH2:15]([C:14]1[O:13][C:12]2[C:11]3[CH:10]=[CH:9][CH:8]=[CH:7][C:6]=3[N:5]=[CH:4][C:3]=2[N:2]=1)[CH2:16][CH3:17], predict the reactants needed to synthesize it. The reactants are: Cl.[NH2:2][C:3]1[CH:4]=[N:5][C:6]2[C:11]([C:12]=1[OH:13])=[CH:10][CH:9]=[CH:8][CH:7]=2.[C:14](O[C:14](=O)[CH2:15][CH2:16][CH3:17])(=O)[CH2:15][CH2:16][CH3:17].[OH-].[Na+].